Dataset: Catalyst prediction with 721,799 reactions and 888 catalyst types from USPTO. Task: Predict which catalyst facilitates the given reaction. (1) The catalyst class is: 99. Reactant: C(OC(=O)[NH:10][CH:11]1[CH2:16][CH2:15][CH2:14][CH2:13][CH:12]1[C:17](=[O:25])[NH:18][CH:19]([C:23]#[N:24])[CH:20]1[CH2:22][CH2:21]1)C1C=CC=CC=1.[CH3:27][C:28]([OH:30])=[O:29].C1CCCCC1. Product: [C:28]([OH:30])(=[O:29])[CH3:27].[C:23]([CH:19]([NH:18][C:17]([CH:12]1[CH2:13][CH2:14][CH2:15][CH2:16][CH:11]1[NH2:10])=[O:25])[CH:20]1[CH2:21][CH2:22]1)#[N:24]. (2) Reactant: [Cl:1][C:2]1[C:3]([CH3:53])=[C:4]([C:18]2[C:26]3[C:25]([O:27][C@H:28]([CH2:34][C:35]4[CH:40]=[CH:39][CH:38]=[CH:37][C:36]=4[O:41][CH:42]4[CH2:47][CH2:46][CH2:45][CH2:44][O:43]4)[C:29]([O:31][CH2:32][CH3:33])=[O:30])=[N:24][CH:23]=[N:22][C:21]=3[S:20][C:19]=2[C:48]#[C:49][CH2:50][O:51][CH3:52])[CH:5]=[CH:6][C:7]=1[O:8][CH2:9][CH2:10][N:11]1[CH2:16][CH2:15][N:14]([CH3:17])[CH2:13][CH2:12]1.B.C(N)(C)(C)C. Product: [Cl:1][C:2]1[C:3]([CH3:53])=[C:4]([C:18]2[C:26]3[C:25]([O:27][C@H:28]([CH2:34][C:35]4[CH:40]=[CH:39][CH:38]=[CH:37][C:36]=4[O:41][CH:42]4[CH2:47][CH2:46][CH2:45][CH2:44][O:43]4)[C:29]([O:31][CH2:32][CH3:33])=[O:30])=[N:24][CH:23]=[N:22][C:21]=3[S:20][C:19]=2[CH2:48][CH2:49][CH2:50][O:51][CH3:52])[CH:5]=[CH:6][C:7]=1[O:8][CH2:9][CH2:10][N:11]1[CH2:16][CH2:15][N:14]([CH3:17])[CH2:13][CH2:12]1. The catalyst class is: 5. (3) Reactant: C[O:2]/[CH:3]=[C:4]1\[CH2:5][CH2:6][C:7]2[C:8]([C:13]#[N:14])=[CH:9][CH:10]=[CH:11][C:12]\1=2.B(Br)(Br)Br. Product: [CH:3]([CH:4]1[C:12]2[CH:11]=[CH:10][CH:9]=[C:8]([C:13]#[N:14])[C:7]=2[CH2:6][CH2:5]1)=[O:2]. The catalyst class is: 2. (4) Reactant: [O:1]1[C:5]([C:6]2[CH:14]=[CH:13][C:9]([C:10]([OH:12])=O)=[CH:8][N:7]=2)=[CH:4][N:3]=[CH:2]1.C(N1C=CN=C1)(N1C=CN=C1)=O.[NH2:27][C:28]1[C:36]([NH2:37])=[CH:35][CH:34]=[CH:33][C:29]=1[C:30]([NH2:32])=[O:31]. The catalyst class is: 672. Product: [NH2:27][C:28]1[C:29]([C:30](=[O:31])[NH2:32])=[CH:33][CH:34]=[CH:35][C:36]=1[NH:37][C:10](=[O:12])[C:9]1[CH:13]=[CH:14][C:6]([C:5]2[O:1][CH:2]=[N:3][CH:4]=2)=[N:7][CH:8]=1.